From a dataset of Full USPTO retrosynthesis dataset with 1.9M reactions from patents (1976-2016). Predict the reactants needed to synthesize the given product. (1) Given the product [CH3:11][N:12]1[CH2:17][CH2:16][N:15]([C:2]2[CH:7]=[CH:6][CH:5]=[CH:4][C:3]=2[N+:8]([O-:10])=[O:9])[CH2:14][CH2:13]1, predict the reactants needed to synthesize it. The reactants are: F[C:2]1[CH:7]=[CH:6][CH:5]=[CH:4][C:3]=1[N+:8]([O-:10])=[O:9].[CH3:11][N:12]1[CH2:17][CH2:16][NH:15][CH2:14][CH2:13]1. (2) Given the product [OH:21][C:19]1[CH:20]=[C:15]2[C:16]([C:22](=[O:32])[C:23]([C:24]3[CH:29]=[CH:28][C:27]([O:30][CH3:31])=[CH:26][CH:25]=3)=[C:1]([CH3:2])[O:14]2)=[CH:17][CH:18]=1, predict the reactants needed to synthesize it. The reactants are: [C:1](OC(=O)C)(=O)[CH3:2].C(=O)([O-])[O-].[K+].[K+].[OH:14][C:15]1[CH:20]=[C:19]([OH:21])[CH:18]=[CH:17][C:16]=1[C:22](=[O:32])[CH2:23][C:24]1[CH:29]=[CH:28][C:27]([O:30][CH3:31])=[CH:26][CH:25]=1.O. (3) Given the product [C:1]([O:5][C:6](=[O:18])[NH:7][CH2:8][C:9]1[O:10][C:11]([CH2:14][NH2:15])=[CH:12][CH:13]=1)([CH3:4])([CH3:2])[CH3:3], predict the reactants needed to synthesize it. The reactants are: [C:1]([O:5][C:6](=[O:18])[NH:7][CH2:8][C:9]1[O:10][C:11]([CH2:14][N:15]=[N+]=[N-])=[CH:12][CH:13]=1)([CH3:4])([CH3:3])[CH3:2]. (4) Given the product [CH2:23]([C:22]([C:19]1[CH:20]=[CH:21][C:16]([CH2:15][CH2:14][CH:9]([OH:8])[C:10]([CH3:13])([CH3:12])[CH3:11])=[C:17]([CH3:41])[CH:18]=1)([C:25]1[CH:30]=[CH:29][C:28]([O:31][CH2:32][C@@H:33]2[CH2:37][CH2:36][CH2:35][O:34]2)=[C:27]([CH3:38])[CH:26]=1)[CH2:39][CH3:40])[CH3:24], predict the reactants needed to synthesize it. The reactants are: C([Si]([O:8][CH:9]([CH2:14][CH2:15][C:16]1[CH:21]=[CH:20][C:19]([C:22]([CH2:39][CH3:40])([C:25]2[CH:30]=[CH:29][C:28]([O:31][CH2:32][C@@H:33]3[CH2:37][CH2:36][CH2:35][O:34]3)=[C:27]([CH3:38])[CH:26]=2)[CH2:23][CH3:24])=[CH:18][C:17]=1[CH3:41])[C:10]([CH3:13])([CH3:12])[CH3:11])(C)C)(C)(C)C.CCCC[N+](CCCC)(CCCC)CCCC.[F-].CCOCC. (5) Given the product [CH3:1][O:2][C:3]1[CH:12]=[CH:11][C:10]2[O:9][C@@:8]3([CH3:17])[CH2:13][CH2:14][CH2:15][O:16][C@@H:7]3[C:6](=[CH2:19])[C:5]=2[CH:4]=1, predict the reactants needed to synthesize it. The reactants are: [CH3:1][O:2][C:3]1[CH:12]=[CH:11][C:10]2[O:9][C@@:8]3([CH3:17])[CH2:13][CH2:14][CH2:15][O:16][C@@H:7]3[C:6](=O)[C:5]=2[CH:4]=1.[CH2:19]1COCC1.[C@H](O)(C([O-])=O)[C@@H](O)C([O-])=O.[Na+].[K+]. (6) Given the product [CH3:1][C:2]1[CH:7]=[CH:6][C:5]([CH2:8][CH2:9][C:10]2[CH:11]=[CH:12][CH:13]=[CH:14][CH:15]=2)=[CH:4][C:3]=1[NH2:16], predict the reactants needed to synthesize it. The reactants are: [CH3:1][C:2]1[CH:7]=[CH:6][C:5]([CH:8]=[CH:9][C:10]2[CH:15]=[CH:14][CH:13]=[CH:12][CH:11]=2)=[CH:4][C:3]=1[N+:16]([O-])=O.[H][H].